This data is from CYP1A2 inhibition data for predicting drug metabolism from PubChem BioAssay. The task is: Regression/Classification. Given a drug SMILES string, predict its absorption, distribution, metabolism, or excretion properties. Task type varies by dataset: regression for continuous measurements (e.g., permeability, clearance, half-life) or binary classification for categorical outcomes (e.g., BBB penetration, CYP inhibition). Dataset: cyp1a2_veith. (1) The molecule is CCNC(=O)CC1C(=O)N(c2ccc(F)cc2)C(=O)N1CCc1ccc(OC)cc1. The result is 0 (non-inhibitor). (2) The compound is NCCCNCCCCNCCCN. The result is 0 (non-inhibitor). (3) The molecule is O=[N+]([O-])c1ccc(/C=N/N/C(=N/c2ccccn2)c2ccccn2)cc1. The result is 1 (inhibitor). (4) The molecule is COc1ccc(S(=O)(=O)N2Cc3ccccc3CC2C(=O)Nc2nccs2)cc1. The result is 1 (inhibitor). (5) The result is 0 (non-inhibitor). The compound is O=C(O)C1(Nc2ccccc2)CCN(Cc2ccccc2)CC1. (6) The result is 1 (inhibitor). The compound is CCc1cc(=O)oc2cc(OCC(=O)N3CCCc4ccccc43)ccc12. (7) The molecule is CC1(C(=O)NCCCNC(=O)C2(C)CC2(Br)Br)CC1(Br)Br. The result is 0 (non-inhibitor). (8) The molecule is CC(C)(Oc1ccc(Cl)cc1)C(=O)O. The result is 0 (non-inhibitor). (9) The molecule is CN1CCN(c2ncc3nc(-c4ccc(Cl)cc4)c(=O)n(C4CC4)c3n2)CC1. The result is 1 (inhibitor). (10) The drug is COc1ccc(-c2nc(-c3cccc(C)c3)nc(N3CCN(C)CC3)c2C#N)cc1. The result is 0 (non-inhibitor).